From a dataset of Full USPTO retrosynthesis dataset with 1.9M reactions from patents (1976-2016). Predict the reactants needed to synthesize the given product. (1) Given the product [C:23]([CH:21]([S:18]([CH2:17][CH2:16][CH2:15][CH2:14][CH2:13][CH2:12][CH2:11][CH2:10][S:7]([CH:5]([CH3:6])[C:4]([OH:26])=[O:3])(=[O:9])=[O:8])(=[O:20])=[O:19])[CH3:22])([OH:25])=[O:24], predict the reactants needed to synthesize it. The reactants are: C([O:3][C:4](=[O:26])[CH:5]([S:7]([CH2:10][CH2:11][CH2:12][CH2:13][CH2:14][CH2:15][CH2:16][CH2:17][S:18]([CH:21]([C:23]([OH:25])=[O:24])[CH3:22])(=[O:20])=[O:19])(=[O:9])=[O:8])[CH3:6])C.[OH-].[Na+].N. (2) Given the product [C:14]([C:18]1[CH:19]=[C:20]([C:26]2[CH:27]=[C:28]3[C:33](=[CH:34][CH:35]=2)[CH:32]=[C:31]([N:40]2[C:41](=[O:43])[C:42](=[CH2:1])[S:38][C:39]2=[O:44])[CH:30]=[CH:29]3)[CH:21]=[CH:22][C:23]=1[O:24][CH3:25])([CH3:15])([CH3:17])[CH3:16], predict the reactants needed to synthesize it. The reactants are: [C:1]1(C)C=CC=CC=1.N1CCCCC1.[C:14]([C:18]1[CH:19]=[C:20]([C:26]2[CH:27]=[C:28]3[C:33](=[CH:34][CH:35]=2)[CH:32]=[C:31](C=O)[CH:30]=[CH:29]3)[CH:21]=[CH:22][C:23]=1[O:24][CH3:25])([CH3:17])([CH3:16])[CH3:15].[S:38]1[CH2:42][C:41](=[O:43])[NH:40][C:39]1=[O:44]. (3) Given the product [C:1]([NH:26][NH2:27])([O:3][CH2:4][CH:5]1[C:6]2[C:11](=[CH:10][CH:9]=[CH:8][CH:7]=2)[C:12]2[C:17]1=[CH:16][CH:15]=[CH:14][CH:13]=2)=[O:2], predict the reactants needed to synthesize it. The reactants are: [C:1](ON1C(=O)CCC1=O)([O:3][CH2:4][CH:5]1[C:17]2[C:12](=[CH:13][CH:14]=[CH:15][CH:16]=2)[C:11]2[C:6]1=[CH:7][CH:8]=[CH:9][CH:10]=2)=[O:2].[NH2:26][NH2:27]. (4) Given the product [O:42]=[C:40]1[NH:41][C:36]2[CH:35]=[CH:34][CH:33]=[C:27]([NH:26][C:24]([NH:14][CH2:13][C:12]3[C:7]([N:1]4[CH2:2][CH2:3][CH2:4][CH2:5][CH2:6]4)=[N:8][C:9]([C:15]([F:18])([F:16])[F:17])=[CH:10][CH:11]=3)=[O:25])[C:28]=2[O:38][CH2:39]1, predict the reactants needed to synthesize it. The reactants are: [N:1]1([C:7]2[C:12]([CH2:13][NH2:14])=[CH:11][CH:10]=[C:9]([C:15]([F:18])([F:17])[F:16])[N:8]=2)[CH2:6][CH2:5][CH2:4][CH2:3][CH2:2]1.C1N=CN([C:24]([N:26]2C=N[CH:28]=[CH:27]2)=[O:25])C=1.NC1C2[O:38][CH2:39][C:40](=[O:42])[NH:41][C:36]=2[CH:35]=[CH:34][CH:33]=1. (5) Given the product [Cl:24][CH2:25][CH2:26][C:27]([NH:10][CH2:9][CH2:8][CH:7]([C:1]1[CH:2]=[CH:3][CH:4]=[CH:5][CH:6]=1)[C:11]1[CH:12]=[CH:13][CH:14]=[CH:15][CH:16]=1)=[O:28], predict the reactants needed to synthesize it. The reactants are: [C:1]1([CH:7]([C:11]2[CH:16]=[CH:15][CH:14]=[CH:13][CH:12]=2)[CH2:8][CH2:9][NH2:10])[CH:6]=[CH:5][CH:4]=[CH:3][CH:2]=1.CCN(CC)CC.[Cl:24][CH2:25][CH2:26][C:27](Cl)=[O:28]. (6) Given the product [CH:1]1([NH:5][C:6]2[N:7]=[N:8][C:9]([C:12]#[C:13][C:15]3[CH:16]=[C:17]([CH:37]=[CH:38][C:39]=3[CH3:40])[C:18]([NH:20][C:21]3[CH:26]=[C:25]([C:27]([F:29])([F:28])[F:30])[CH:24]=[C:23]([N:31]4[CH:35]=[C:34]([CH3:36])[N:33]=[CH:32]4)[CH:22]=3)=[O:19])=[CH:10][CH:11]=2)[CH2:4][CH2:3][CH2:2]1, predict the reactants needed to synthesize it. The reactants are: [CH:1]1([NH:5][C:6]2[N:7]=[N:8][C:9]([C:12]#[CH:13])=[CH:10][CH:11]=2)[CH2:4][CH2:3][CH2:2]1.I[C:15]1[CH:16]=[C:17]([CH:37]=[CH:38][C:39]=1[CH3:40])[C:18]([NH:20][C:21]1[CH:26]=[C:25]([C:27]([F:30])([F:29])[F:28])[CH:24]=[C:23]([N:31]2[CH:35]=[C:34]([CH3:36])[N:33]=[CH:32]2)[CH:22]=1)=[O:19].